From a dataset of Forward reaction prediction with 1.9M reactions from USPTO patents (1976-2016). Predict the product of the given reaction. (1) Given the reactants FC1C([O:8][C:9]([C:11]2[N:12]=[C:13]([C:37]3[CH:42]=[CH:41][C:40]([F:43])=[CH:39][CH:38]=3)[N:14]([CH2:19][CH2:20][C@@H:21]3[CH2:26][C@H:25]([CH2:27][C:28]([O:30][C:31]([CH3:34])([CH3:33])[CH3:32])=[O:29])[O:24][C:23]([CH3:36])([CH3:35])[O:22]3)[C:15]=2[CH:16]([CH3:18])[CH3:17])=O)=C(F)C(F)=C(F)C=1F.[BH4-].[Na+].CC(O)=O, predict the reaction product. The product is: [C:31]([O:30][C:28](=[O:29])[CH2:27][C@H:25]1[CH2:26][C@@H:21]([CH2:20][CH2:19][N:14]2[C:15]([CH:16]([CH3:18])[CH3:17])=[C:11]([CH2:9][OH:8])[N:12]=[C:13]2[C:37]2[CH:38]=[CH:39][C:40]([F:43])=[CH:41][CH:42]=2)[O:22][C:23]([CH3:35])([CH3:36])[O:24]1)([CH3:32])([CH3:33])[CH3:34]. (2) Given the reactants ClC1N=C(C2N3C=C(F)C=CC3=NC=2)N=C(N[C@@H]2CCCN(C(OC(C)(C)C)=O)C2)C=1.CNC.[C:35]([O:39][C:40]([N:42]1[CH2:47][CH2:46][CH2:45][C@@H:44]([NH:48][C:49]2[N:54]=[C:53]([C:55]3[N:59]4[CH:60]=[C:61]([F:64])[CH:62]=[CH:63][C:58]4=[N:57][CH:56]=3)[N:52]=[C:51]([N:65]3[CH2:70]CN(C(OCC4C=CC=CC=4)=O)C[CH2:66]3)[CH:50]=2)[CH2:43]1)=[O:41])([CH3:38])([CH3:37])[CH3:36], predict the reaction product. The product is: [CH3:66][N:65]([CH3:70])[C:51]1[N:52]=[C:53]([C:55]2[N:59]3[CH:60]=[C:61]([F:64])[CH:62]=[CH:63][C:58]3=[N:57][CH:56]=2)[N:54]=[C:49]([NH:48][C@@H:44]2[CH2:45][CH2:46][CH2:47][N:42]([C:40]([O:39][C:35]([CH3:37])([CH3:36])[CH3:38])=[O:41])[CH2:43]2)[CH:50]=1. (3) Given the reactants C([Al](C[CH:11]([CH3:13])[CH3:12])CC(C)C)C(C)C.[C:14]1([CH3:20])[CH:19]=[CH:18][CH:17]=[CH:16][CH:15]=1, predict the reaction product. The product is: [CH2:20]=[CH:14][CH2:15][CH2:16][CH2:17][CH2:18][CH2:19][CH2:13][CH2:11][CH3:12]. (4) Given the reactants [Br:1][C:2]1[CH:10]=[CH:9][C:5]2[O:6][CH2:7][O:8][C:4]=2[C:3]=1[C:11]([OH:13])=O.[CH2:14]([C:21]1([OH:27])[CH2:26][CH2:25][NH:24][CH2:23][CH2:22]1)[C:15]1[CH:20]=[CH:19][CH:18]=[CH:17][CH:16]=1.CN(C(ON1N=NC2C=CC=NC1=2)=[N+](C)C)C.F[P-](F)(F)(F)(F)F.C(N(CC)CC)C, predict the reaction product. The product is: [CH2:14]([C:21]1([OH:27])[CH2:26][CH2:25][N:24]([C:11]([C:3]2[C:4]3[O:8][CH2:7][O:6][C:5]=3[CH:9]=[CH:10][C:2]=2[Br:1])=[O:13])[CH2:23][CH2:22]1)[C:15]1[CH:16]=[CH:17][CH:18]=[CH:19][CH:20]=1.